This data is from Forward reaction prediction with 1.9M reactions from USPTO patents (1976-2016). The task is: Predict the product of the given reaction. (1) The product is: [Br:25][C:18]1[C:19]([O:21][CH2:22][C:23]#[CH:24])=[N:20][C:15]([NH:14][C:6]2[CH:5]=[C:4]([CH:9]=[C:8]([NH:10][CH2:11][CH2:12][OH:13])[CH:7]=2)[C:3]([OH:26])=[O:2])=[N:16][CH:17]=1. Given the reactants C[O:2][C:3](=[O:26])[C:4]1[CH:9]=[C:8]([NH:10][CH2:11][CH2:12][OH:13])[CH:7]=[C:6]([NH:14][C:15]2[N:20]=[C:19]([O:21][CH2:22][C:23]#[CH:24])[C:18]([Br:25])=[CH:17][N:16]=2)[CH:5]=1, predict the reaction product. (2) Given the reactants [Cl:1][C:2]1[C:7]([O:8][C:9]2[CH:14]=[CH:13][CH:12]=[CH:11][C:10]=2[O:15][CH3:16])=[C:6](Cl)[N:5]=[C:4]([C:18]2[CH:23]=[CH:22][N:21]=[CH:20][CH:19]=2)[N:3]=1.[NH3:24], predict the reaction product. The product is: [NH2:24][C:6]1[C:7]([O:8][C:9]2[CH:14]=[CH:13][CH:12]=[CH:11][C:10]=2[O:15][CH3:16])=[C:2]([Cl:1])[N:3]=[C:4]([C:18]2[CH:23]=[CH:22][N:21]=[CH:20][CH:19]=2)[N:5]=1.